The task is: Predict the reactants needed to synthesize the given product.. This data is from Full USPTO retrosynthesis dataset with 1.9M reactions from patents (1976-2016). (1) Given the product [C:3]([O:7][C:8]([N:10]1[CH2:15][CH2:14][N:13]([C:16]([O:18][CH2:19][C:20]2[CH:21]=[CH:22][CH:23]=[CH:24][CH:25]=2)=[O:17])[CH2:12][CH:11]1[CH2:26][CH2:27][O:28][CH3:29])=[O:9])([CH3:6])([CH3:5])[CH3:4], predict the reactants needed to synthesize it. The reactants are: [H-].[Na+].[C:3]([O:7][C:8]([N:10]1[CH2:15][CH2:14][N:13]([C:16]([O:18][CH2:19][C:20]2[CH:25]=[CH:24][CH:23]=[CH:22][CH:21]=2)=[O:17])[CH2:12][CH:11]1[CH2:26][CH2:27][OH:28])=[O:9])([CH3:6])([CH3:5])[CH3:4].[CH3:29]I. (2) Given the product [CH2:19]([O:18][C:15]1[CH:14]=[CH:13][C:12]([C:11]([NH:25][NH:26][C:27]([NH2:29])=[S:28])=[O:24])=[CH:17][CH:16]=1)[CH2:20][CH2:21][CH2:22][CH3:23], predict the reactants needed to synthesize it. The reactants are: N1(O[C:11](=[O:24])[C:12]2[CH:17]=[CH:16][C:15]([O:18][CH2:19][CH2:20][CH2:21][CH2:22][CH3:23])=[CH:14][CH:13]=2)C2C=CC=CC=2N=N1.[NH2:25][NH:26][C:27]([NH2:29])=[S:28].C(OC(C)C)(C)C. (3) Given the product [CH2:1]([O:5][C:6]1[CH:31]=[CH:30][C:9]([C:10]2[S:41][C:14]([C:15]3[CH:20]=[CH:19][C:18]([N:21]4[CH2:25][CH2:24][CH:23]([N:26]([CH3:28])[CH3:27])[CH2:22]4)=[CH:17][CH:16]=3)=[N:13][N:12]=2)=[CH:8][CH:7]=1)[CH2:2][CH2:3][CH3:4], predict the reactants needed to synthesize it. The reactants are: [CH2:1]([O:5][C:6]1[CH:31]=[CH:30][C:9]([C:10]([NH:12][NH:13][C:14](=O)[C:15]2[CH:20]=[CH:19][C:18]([N:21]3[CH2:25][CH2:24][CH:23]([N:26]([CH3:28])[CH3:27])[CH2:22]3)=[CH:17][CH:16]=2)=O)=[CH:8][CH:7]=1)[CH2:2][CH2:3][CH3:4].COC1C=CC(P2(SP(C3C=CC(OC)=CC=3)(=S)S2)=[S:41])=CC=1. (4) Given the product [NH:32]1[C:33]2[C:34](=[CH:35][CH:36]=[CH:37][CH:38]=2)[CH:64]=[CH:30][C:31]1=[O:8], predict the reactants needed to synthesize it. The reactants are: C1C=CC2S(=O)(=O)[O:8]C(C3C=C(Br)C(O)=C(Br)C=3)(C3C=C(Br)C(O)=C(Br)C=3)C=2C=1.[CH3:30][CH2:31][NH:32][C:33]1[CH:38]=[CH:37][C:36](/C(/C2C=CC(S([O-])(=O)=O)=CC=2S(O)(=O)=O)=C2\C=CC(C(C)=C\2)=NCC)=[CH:35][C:34]=1[CH3:64].[Na+].B(O)(O)O.C(N(CC(O)=O)CC(O)=O)CN(CC(O)=O)CC(O)=O.C(O)C(N)(CO)CO.CC[N+]1C(C2C=CC=CC=2)=C2C(C=CC(N)=C2)=C2C=1C=C(N)C=C2.[Br-]. (5) Given the product [F:20][CH:2]([F:1])[CH:3]1[C:12]2[C:7](=[CH:8][CH:9]=[CH:10][CH:11]=2)[N:6]([CH:13]([CH3:19])[C:14]([OH:16])=[O:15])[CH2:5][CH2:4]1, predict the reactants needed to synthesize it. The reactants are: [F:1][CH:2]([F:20])[CH:3]1[C:12]2[C:7](=[CH:8][CH:9]=[CH:10][CH:11]=2)[N:6]([CH:13]([CH3:19])[C:14]([O:16]CC)=[O:15])[CH2:5][CH2:4]1.[OH-].[Na+].C(=O)(O)[O-].[Na+]. (6) The reactants are: [CH3:1][O:2][C:3]1[CH:8]=[CH:7][C:6]([N:9]2[CH2:18][C:17]3[C:12](=[N:13][C:14]([NH:19][C:20]4[CH:25]=[CH:24][CH:23]=[CH:22][CH:21]=4)=[N:15][CH:16]=3)[N:11]([CH:26]3[CH2:31][CH2:30][CH2:29][NH:28][CH2:27]3)[C:10]2=[O:32])=[CH:5][CH:4]=1.[CH3:33][O:34]C=O. Given the product [CH3:1][O:2][C:3]1[CH:4]=[CH:5][C:6]([N:9]2[CH2:18][C:17]3[C:12](=[N:13][C:14]([NH:19][C:20]4[CH:25]=[CH:24][CH:23]=[CH:22][CH:21]=4)=[N:15][CH:16]=3)[N:11]([CH:26]3[CH2:31][CH2:30][CH2:29][N:28]([CH:33]=[O:34])[CH2:27]3)[C:10]2=[O:32])=[CH:7][CH:8]=1, predict the reactants needed to synthesize it. (7) Given the product [CH2:30]([O:29][C:27]([C:22]1([CH2:21][CH2:20][CH2:19][CH2:18][CH2:17][C:13]([N+:14]#[C-:15])([S:10]([C:7]2[CH:6]=[CH:5][C:4]([CH3:3])=[CH:9][CH:8]=2)(=[O:12])=[O:11])[CH2:17][CH2:18][CH2:19][CH2:20][CH2:21][C:22]2([C:27]([O:29][CH2:30][CH2:31][CH2:32][CH3:33])=[O:28])[CH2:26][CH2:25][CH2:24][CH2:23]2)[CH2:26][CH2:25][CH2:24][CH2:23]1)=[O:28])[CH2:31][CH2:32][CH3:33], predict the reactants needed to synthesize it. The reactants are: [H-].[Na+].[CH3:3][C:4]1[CH:9]=[CH:8][C:7]([S:10]([CH2:13][N+:14]#[C-:15])(=[O:12])=[O:11])=[CH:6][CH:5]=1.Br[CH2:17][CH2:18][CH2:19][CH2:20][CH2:21][C:22]1([C:27]([O:29][CH2:30][CH2:31][CH2:32][CH3:33])=[O:28])[CH2:26][CH2:25][CH2:24][CH2:23]1. (8) Given the product [Br:1][C:2]1[S:6][C:5]([CH2:7][N:8]([CH2:22][CH:23]([CH3:25])[CH3:24])[S:9]([CH2:12][C:13]2[CH:14]=[CH:15][CH:16]=[CH:17][CH:18]=2)(=[O:10])=[O:11])=[CH:4][CH:3]=1, predict the reactants needed to synthesize it. The reactants are: [Br:1][C:2]1[S:6][C:5]([CH2:7][NH:8][S:9]([CH2:12][C:13]2[CH:18]=[CH:17][CH:16]=[CH:15][CH:14]=2)(=[O:11])=[O:10])=[CH:4][CH:3]=1.[H-].[Na+].Br[CH2:22][CH:23]([CH3:25])[CH3:24].O.